This data is from Catalyst prediction with 721,799 reactions and 888 catalyst types from USPTO. The task is: Predict which catalyst facilitates the given reaction. (1) Reactant: N#N.[CH3:3][C:4]1([C:9]2[O:13][C:12]([CH2:14]O)=[N:11][CH:10]=2)[O:8][CH2:7][CH2:6][O:5]1.CCN(CC)CC.S([Cl:27])(C)(=O)=O. Product: [Cl:27][CH2:14][C:12]1[O:13][C:9]([C:4]2([CH3:3])[O:8][CH2:7][CH2:6][O:5]2)=[CH:10][N:11]=1. The catalyst class is: 64. (2) Reactant: CC(OI1(OC(C)=O)(OC(C)=O)OC(=O)C2C1=CC=CC=2)=O.[F:23][C:24]1[CH:29]=[CH:28][C:27]([C:30]2[C:39]([CH:40]([OH:52])[C:41]3[CH:46]=[CH:45][C:44]([O:47][C:48]([F:51])([F:50])[F:49])=[CH:43][CH:42]=3)=[C:38]([CH:53]([CH3:55])[CH3:54])[CH:37]=[C:36]3[C:31]=2[C:32](=[O:58])[CH2:33][C:34]([CH3:57])([CH3:56])[O:35]3)=[CH:26][CH:25]=1. Product: [F:23][C:24]1[CH:29]=[CH:28][C:27]([C:30]2[C:39]([C:40](=[O:52])[C:41]3[CH:42]=[CH:43][C:44]([O:47][C:48]([F:50])([F:51])[F:49])=[CH:45][CH:46]=3)=[C:38]([CH:53]([CH3:54])[CH3:55])[CH:37]=[C:36]3[C:31]=2[C:32](=[O:58])[CH2:33][C:34]([CH3:56])([CH3:57])[O:35]3)=[CH:26][CH:25]=1. The catalyst class is: 4. (3) Reactant: [O:1]=[S:2]1(=[O:28])[C:7]2[CH:8]=[CH:9][CH:10]=[CH:11][C:6]=2[NH:5][C:4]([C:12]2[C:13](=[O:27])[C:14]([CH3:26])([CH2:23][CH2:24][CH3:25])[C:15]3[C:20]([C:21]=2[OH:22])=[CH:19][CH:18]=[CH:17][CH:16]=3)=[N:3]1.[OH-].[Na+:30]. Product: [O:28]=[S:2]1(=[O:1])[C:7]2[CH:8]=[CH:9][CH:10]=[CH:11][C:6]=2[NH:5][C:4]([C:12]2[C:13](=[O:27])[C:14]([CH3:26])([CH2:23][CH2:24][CH3:25])[C:15]3[C:20](=[CH:19][CH:18]=[CH:17][CH:16]=3)[C:21]=2[O-:22])=[N:3]1.[Na+:30]. The catalyst class is: 6. (4) Reactant: [BH4-].[Na+].C([O:5][C:6]([C:8]1[CH:13]=[CH:12][N:11]=[C:10]([C:14]2[CH:19]=[C:18]([C:20](OCC)=[O:21])[CH:17]=[C:16]([C:25]3[CH:30]=[C:29]([CH2:31][CH2:32][CH2:33][CH2:34][CH2:35][CH2:36][CH2:37][CH2:38][CH2:39][CH2:40][CH2:41][CH2:42][CH2:43][CH2:44][CH2:45][CH2:46][CH2:47][CH2:48][CH3:49])[CH:28]=[CH:27][N:26]=3)[N:15]=2)[CH:9]=1)=O)C.[Cl-].[NH4+].[BH4-]. Product: [OH:5][CH2:6][C:8]1[CH:13]=[CH:12][N:11]=[C:10]([C:14]2[CH:19]=[C:18]([CH2:20][OH:21])[CH:17]=[C:16]([C:25]3[CH:30]=[C:29]([CH2:31][CH2:32][CH2:33][CH2:34][CH2:35][CH2:36][CH2:37][CH2:38][CH2:39][CH2:40][CH2:41][CH2:42][CH2:43][CH2:44][CH2:45][CH2:46][CH2:47][CH2:48][CH3:49])[CH:28]=[CH:27][N:26]=3)[N:15]=2)[CH:9]=1. The catalyst class is: 8. (5) The catalyst class is: 150. Reactant: [C:1]([O:5][C:6]([NH:8][C@H:9]1[CH2:14][CH2:13][CH2:12][N:11]([C:15]2[C:24]([N+:25]([O-])=O)=[CH:23][N:22]=[C:21]3[C:16]=2[CH2:17][CH2:18][CH2:19][N:20]3[C:28]([O:30][C:31]([CH3:34])([CH3:33])[CH3:32])=[O:29])[CH2:10]1)=[O:7])([CH3:4])([CH3:3])[CH3:2].CC(O)=O. Product: [NH2:25][C:24]1[C:15]([N:11]2[CH2:12][CH2:13][CH2:14][C@H:9]([NH:8][C:6]([O:5][C:1]([CH3:4])([CH3:3])[CH3:2])=[O:7])[CH2:10]2)=[C:16]2[C:21](=[N:22][CH:23]=1)[N:20]([C:28]([O:30][C:31]([CH3:33])([CH3:34])[CH3:32])=[O:29])[CH2:19][CH2:18][CH2:17]2.